From a dataset of Full USPTO retrosynthesis dataset with 1.9M reactions from patents (1976-2016). Predict the reactants needed to synthesize the given product. Given the product [CH3:14][O:15][C:16](=[O:24])[C:17]1[CH:22]=[CH:21][C:20]([N:10]2[CH2:11][CH2:12][N:8]([C:3]3[CH:4]=[N:5][CH:6]=[CH:7][C:2]=3[CH3:1])[C:9]2=[O:13])=[CH:19][CH:18]=1, predict the reactants needed to synthesize it. The reactants are: [CH3:1][C:2]1[CH:7]=[CH:6][N:5]=[CH:4][C:3]=1[N:8]1[CH2:12][CH2:11][NH:10][C:9]1=[O:13].[CH3:14][O:15][C:16](=[O:24])[C:17]1[CH:22]=[CH:21][C:20](Br)=[CH:19][CH:18]=1.N[C@@H]1CCCC[C@H]1N.C(=O)([O-])[O-].[K+].[K+].